Dataset: Experimentally validated miRNA-target interactions with 360,000+ pairs, plus equal number of negative samples. Task: Binary Classification. Given a miRNA mature sequence and a target amino acid sequence, predict their likelihood of interaction. (1) The miRNA is cel-miR-39-3p with sequence UCACCGGGUGUAAAUCAGCUUG. The protein sequence of the target gene is MGKGDPKKPRGKMSSYAFFVQTCREEHKKKHPDASVNFSEFSKKCSERWKTMSAKEKGKFEDMAKADKARYEREMKTYIPPKGETKKKFKDPNAPKRPPSAFFLFCSEYRPKIKGEHPGLSIGDVAKKLGEMWNNTAADDKQPYEKKAAKLKEKYEKDIAAYRAKGKPDAAKKGVVKAEKSKKKKEEEEDEEDEEDEEEEEDEEDEEEEEDDDDE. Result: 0 (no interaction). (2) The miRNA is mmu-miR-5114 with sequence ACUGGAGACGGAAGCUGCAAGA. The protein sequence of the target gene is MASWLPETLFEIVGQGPAPSKDYYQLLITRTQIIFRWWKISLRSEYRSAKPGETKESHEDFLDNSHLQVQVAVVFGTKILDYVFNLCEGKFDYLERLSDRLLLKIICYLDLEDIASLSQTSSKFEKLCKSDLLWEQIVQSTCDTITPDMRALAKNMGWRQMFLTNNIQLQRQTRKKKQRQENQAEKLA. Result: 0 (no interaction). (3) The protein sequence of the target gene is MPAPTCFSCHKTRAALRRPRSGQALCGSCFCAAFEAEVLHTVLAGHLLPPGAVVAVGASGGKDSTVLAHVLRELAPRLGITLHLVAVDEGIGGYRDAALEAVRSQAARWELPLTIVAYEDLFGGWTMDAVARSTAGSGRSRSCCTFCGVLRRRALEEGARLVGATHIVTGHNADDMAETVLMNFLRGDAGRLARGGVLGSTGEGCALPRCRPLQFASQKEVVLYAHFRHLRYFSEECVYAPEAFRGHARDLLKLLEAARPSAVLDLVHSAERLALAPAAKPPPPGTCSRCGALASHKLCQ.... Result: 0 (no interaction). The miRNA is hsa-miR-3189-3p with sequence CCCUUGGGUCUGAUGGGGUAG. (4) The miRNA is hsa-miR-548a-3p with sequence CAAAACUGGCAAUUACUUUUGC. The protein sequence of the target gene is MAHCVTLVQLSVSCEHLIDKDIGSKSDPLCVLLQDVGGAWAELCRTERVRNCSSPEFSKTLQIEYHFETVQKLRFGIYDIDNKTPELGDDDFLGGAECSLGQIVSSQTLTLPLMLKPGKPAGRGTITVSAQELKDSRVVTMEVEARNLDKKDFLGKSDPFLEFFRQGDGKWQLAYRTEVVKNNLNPTWKRFSVSLQHFCGGDLSTPIQVRCSDYDSDGSHDLIGTFHTTLAQLQAVPAEFECVHPEKQQRKKNYRNSGTVRVKTCRVETEYSFLDYVMGGCQINFTVGVDFTGSNGDPSS.... Result: 0 (no interaction). (5) The miRNA is hsa-miR-412-5p with sequence UGGUCGACCAGUUGGAAAGUAAU. The protein sequence of the target gene is MDHQDKAATVAMASRPQATQLQEPVTFRDVAVDFTQEEWGQLDPTQRTLYRDVMLETFGHLLSVGPDLPKPAVISQLEQGAELWVADRGGTGACHPGWILEPEDHTLLKDQGLPKMEPSPITEKDGFAKAVPCRSMIGIDQESDGQRQALKKDQSNLNDPKEIPLQSQSHKSLGLVEACVLGLNTYLLPDISGREYGCTYDSQVKNSEHNPSLVRQRTDSPATQSFDDNGSQKAFDQIMPITELTKSQVQDKPYKCTDCGKSFNHNAHLTVHKRIHTGERPYMCKECGKAFSQNSSLVQH.... Result: 0 (no interaction). (6) The miRNA is hsa-miR-3658 with sequence UUUAAGAAAACACCAUGGAGAU. The protein sequence of the target gene is MWPLWLCWALWVLPLAGPGAALTEEQLLGSLLRQLQLSEVPVLDRADMEKLVIPAHVRAQYVVLLRRSHGDRSRGKRFSQSFREVAGRFLASEASTHLLVFGMEQRLPPNSELVQAVLRLFQEPVPKAALHRHGRLSPRSAQARVTVEWLRVRDDGSNRTSLIDSRLVSVHESGWKAFDVTEAVNFWQQLSRPRQPLLLQVSVQREHLGPLASGAHKLVRFASQGAPAGLGEPQLELHTLDLRDYGAQGDCDPEAPMTEGTRCCRQEMYIDLQGMKWAKNWVLEPPGFLAYECVGTCQQP.... Result: 1 (interaction).